This data is from Forward reaction prediction with 1.9M reactions from USPTO patents (1976-2016). The task is: Predict the product of the given reaction. (1) Given the reactants Br[C:2]1[CH:11]=[C:10]2[C:5]([CH:6]=[CH:7][C:8](=[O:20])[N:9]2[C:12]2[C:17]([Cl:18])=[CH:16][CH:15]=[CH:14][C:13]=2[Cl:19])=[C:4]([C:21]2[CH:26]=[CH:25][CH:24]=[CH:23][C:22]=2[Cl:27])[N:3]=1.[C:28]([N:32]1[CH2:37][CH2:36][C:35](=[CH:38][Sn](C)(C)C)[CH2:34][CH2:33]1)([CH3:31])([CH3:30])[CH3:29], predict the reaction product. The product is: [C:28]([N:32]1[CH2:37][CH2:36][C:35](=[CH:38][C:2]2[CH:11]=[C:10]3[C:5]([CH:6]=[CH:7][C:8](=[O:20])[N:9]3[C:12]3[C:17]([Cl:18])=[CH:16][CH:15]=[CH:14][C:13]=3[Cl:19])=[C:4]([C:21]3[CH:26]=[CH:25][CH:24]=[CH:23][C:22]=3[Cl:27])[N:3]=2)[CH2:34][CH2:33]1)([CH3:31])([CH3:30])[CH3:29]. (2) Given the reactants [F:1][C:2]([F:17])([F:16])[C:3]1[CH:15]=[CH:14][C:13]2[C:12]3[C:7](=[CH:8][CH:9]=[CH:10][CH:11]=3)[NH:6][C:5]=2[CH:4]=1.[N+:18]([O-])([OH:20])=[O:19], predict the reaction product. The product is: [N+:18]([C:10]1[CH:11]=[C:12]2[C:7](=[CH:8][CH:9]=1)[NH:6][C:5]1[CH:4]=[C:3]([C:2]([F:1])([F:16])[F:17])[CH:15]=[CH:14][C:13]2=1)([O-:20])=[O:19]. (3) Given the reactants OC(C(F)(F)F)=O.[NH2:8][C@@H:9]([CH2:13][O:14][C:15]1[CH:16]=[C:17]([CH3:21])[CH:18]=[CH:19][CH:20]=1)[C:10]([OH:12])=[O:11].O1CCOCC1.C([O-])([O-])=O.[K+].[K+].[C:34](Cl)(=[O:50])[O:35][CH2:36][CH:37]1[C:49]2[CH:48]=[CH:47][CH:46]=[CH:45][C:44]=2[C:43]2[C:38]1=[CH:39][CH:40]=[CH:41][CH:42]=2, predict the reaction product. The product is: [CH:48]1[C:49]2[CH:37]([CH2:36][O:35][C:34]([NH:8][C@@H:9]([CH2:13][O:14][C:15]3[CH:16]=[C:17]([CH3:21])[CH:18]=[CH:19][CH:20]=3)[C:10]([OH:12])=[O:11])=[O:50])[C:38]3[C:43](=[CH:42][CH:41]=[CH:40][CH:39]=3)[C:44]=2[CH:45]=[CH:46][CH:47]=1. (4) Given the reactants [Cl:1][C:2]([Cl:18])=[CH:3][CH2:4][O:5][C:6]1[CH:15]=[C:14]([Cl:16])[C:9]([O:10][CH2:11][CH2:12]O)=[C:8]([Cl:17])[CH:7]=1.CS(Cl)(=O)=O.[N-:24]=[N+:25]=[N-:26].[Na+], predict the reaction product. The product is: [Cl:1][C:2]([Cl:18])=[CH:3][CH2:4][O:5][C:6]1[CH:15]=[C:14]([Cl:16])[C:9]([O:10][CH2:11][CH2:12][N:24]=[N+:25]=[N-:26])=[C:8]([Cl:17])[CH:7]=1. (5) Given the reactants [ClH:1].[F:2][C:3]([F:53])([F:52])[C:4]1[CH:5]=[C:6]([CH:14]([C:46]2[N:47]=[N:48][N:49]([CH3:51])[N:50]=2)[N:15]2[C:24]3[C:19](=[CH:20][CH:21]=[C:22]([C:25]([F:28])([F:27])[F:26])[CH:23]=3)[N:18]([CH2:29][C@H:30]3[CH2:35][CH2:34][C@H:33]([CH2:36][C:37]([O:39]C(C)(C)C)=[O:38])[CH2:32][CH2:31]3)[CH:17]([CH2:44][CH3:45])[CH2:16]2)[CH:7]=[C:8]([C:10]([F:13])([F:12])[F:11])[CH:9]=1, predict the reaction product. The product is: [ClH:1].[F:53][C:3]([F:2])([F:52])[C:4]1[CH:5]=[C:6]([CH:14]([C:46]2[N:47]=[N:48][N:49]([CH3:51])[N:50]=2)[N:15]2[C:24]3[C:19](=[CH:20][CH:21]=[C:22]([C:25]([F:26])([F:27])[F:28])[CH:23]=3)[N:18]([CH2:29][C@H:30]3[CH2:31][CH2:32][C@H:33]([CH2:36][C:37]([OH:39])=[O:38])[CH2:34][CH2:35]3)[CH:17]([CH2:44][CH3:45])[CH2:16]2)[CH:7]=[C:8]([C:10]([F:13])([F:12])[F:11])[CH:9]=1. (6) The product is: [CH3:28][N:29]([CH2:37][CH2:38][N:39]([CH3:43])[CH2:40][C:12]1[C:11]2[C:15](=[CH:16][CH:17]=[C:9]([O:8][C:7]3[CH:26]=[CH:27][C:4]([N+:1]([O-:3])=[O:2])=[CH:5][CH:6]=3)[CH:10]=2)[N:14]([CH:18]2[CH2:23][CH2:22][CH2:21][CH2:20][O:19]2)[N:13]=1)[C:30](=[O:36])[O:31][C:32]([CH3:35])([CH3:34])[CH3:33]. Given the reactants [N+:1]([C:4]1[CH:27]=[CH:26][C:7]([O:8][C:9]2[CH:10]=[C:11]3[C:15](=[CH:16][CH:17]=2)[N:14]([CH:18]2[CH2:23][CH2:22][CH2:21][CH2:20][O:19]2)[N:13]=[C:12]3C=O)=[CH:6][CH:5]=1)([O-:3])=[O:2].[CH3:28][N:29]([CH2:37][CH2:38][NH:39][CH3:40])[C:30](=[O:36])[O:31][C:32]([CH3:35])([CH3:34])[CH3:33].[BH-](OC(C)=O)(OC(C)=O)O[C:43](C)=O.[Na+], predict the reaction product.